From a dataset of Catalyst prediction with 721,799 reactions and 888 catalyst types from USPTO. Predict which catalyst facilitates the given reaction. (1) Reactant: [CH3:1][C:2]([Si:5]([CH3:26])([CH3:25])[O:6][CH2:7][C:8]1[CH:13]=[CH:12][C:11]([C:14]2[CH:19]=[C:18]([O:20][CH3:21])[CH:17]=[CH:16][C:15]=2[F:22])=[C:10]([CH2:23][OH:24])[CH:9]=1)([CH3:4])[CH3:3].C(Cl)Cl.C(O)(=O)C.C(O)(=O)C.IC1C=CC=CC=1.CC1(C)N([O])C(C)(C)CCC1. Product: [CH3:4][C:2]([Si:5]([CH3:25])([CH3:26])[O:6][CH2:7][C:8]1[CH:9]=[C:10]([CH:23]=[O:24])[C:11]([C:14]2[CH:19]=[C:18]([O:20][CH3:21])[CH:17]=[CH:16][C:15]=2[F:22])=[CH:12][CH:13]=1)([CH3:1])[CH3:3]. The catalyst class is: 25. (2) Reactant: [NH2:1][C@H:2]([C:7]1[CH:12]=[CH:11][CH:10]=[CH:9][CH:8]=1)[CH2:3][C:4]([OH:6])=[O:5].[C:13](O[C:13]([O:15][C:16]([CH3:19])([CH3:18])[CH3:17])=[O:14])([O:15][C:16]([CH3:19])([CH3:18])[CH3:17])=[O:14].[OH-].[Na+]. Product: [C:16]([O:15][C:13]([NH:1][C@H:2]([C:7]1[CH:12]=[CH:11][CH:10]=[CH:9][CH:8]=1)[CH2:3][C:4]([OH:6])=[O:5])=[O:14])([CH3:19])([CH3:18])[CH3:17]. The catalyst class is: 38. (3) Reactant: [CH2:1]([C:3]1[CH:8]=[CH:7][CH:6]=[C:5]([CH2:9][CH3:10])[C:4]=1[C:11]1[N:16]=[CH:15][C:14]([CH:17](O)[CH2:18][CH2:19][CH3:20])=[C:13]([O:22][CH2:23][CH3:24])[CH:12]=1)[CH3:2].O=S(Cl)[Cl:27]. Product: [Cl:27][CH:17]([C:14]1[C:13]([O:22][CH2:23][CH3:24])=[CH:12][C:11]([C:4]2[C:3]([CH2:1][CH3:2])=[CH:8][CH:7]=[CH:6][C:5]=2[CH2:9][CH3:10])=[N:16][CH:15]=1)[CH2:18][CH2:19][CH3:20]. The catalyst class is: 2. (4) Reactant: FC1C=CC=CC=1CO.[H-].[Na+].Cl[C:13]1[C:22]2[C:17](=[C:18]([OH:23])[CH:19]=[CH:20][CH:21]=2)[N:16]=[C:15]([CH3:24])[CH:14]=1. Product: [CH3:24][C:15]1[CH:14]=[CH:13][C:22]2[C:17](=[C:18]([OH:23])[CH:19]=[CH:20][CH:21]=2)[N:16]=1. The catalyst class is: 3. (5) Reactant: [C:1]([O:4][CH:5]([CH2:12][CH2:13][CH2:14][CH2:15][CH2:16][CH2:17][OH:18])[CH2:6][CH2:7][CH2:8][CH2:9][C:10]#[CH:11])(=[O:3])[CH3:2].C1C=C[NH+]=CC=1.[O-][Cr](Cl)(=O)=O. The catalyst class is: 2. Product: [C:1]([O:4][CH:5]([CH2:12][CH2:13][CH2:14][CH2:15][CH2:16][CH:17]=[O:18])[CH2:6][CH2:7][CH2:8][CH2:9][C:10]#[CH:11])(=[O:3])[CH3:2].